Dataset: Reaction yield outcomes from USPTO patents with 853,638 reactions. Task: Predict the reaction yield, written as a fraction of the theoretical maximum amount of product (1.0 means a 100% yield; for example, 0.34 means a 34% yield). (1) The reactants are [CH3:1][NH:2][C@H:3]([C:7]([NH:9][C@H:10]([C:14]([N:16]([C@@H:18]([C@@H:57]([CH3:60])[CH2:58][CH3:59])[C@H:19]([O:55][CH3:56])[CH2:20][C:21]([N:23]1[CH2:27][CH2:26][CH2:25][C@H:24]1[C@H:28]([O:53][CH3:54])[C@@H:29]([CH3:52])[C:30]([NH:32][C@@H:33]([CH2:42][C:43]1[C:51]2[C:46](=[CH:47][CH:48]=[CH:49][CH:50]=2)[NH:45][CH:44]=1)[C:34]([N:36]1[CH2:41][CH2:40][CH2:39][CH2:38][O:37]1)=[O:35])=[O:31])=[O:22])[CH3:17])=[O:15])[CH:11]([CH3:13])[CH3:12])=[O:8])[CH:4]([CH3:6])[CH3:5].O=[CH:62][CH2:63][CH2:64][CH2:65][CH2:66][C:67]([OH:69])=[O:68].C(O)(=O)C. The catalyst is CO. The product is [C:67]([CH2:66][CH2:65][CH2:64][CH2:63][CH2:62][N:2]([CH3:1])[C@H:3]([C:7]([NH:9][C@H:10]([C:14]([N:16]([C@@H:18]([C@@H:57]([CH3:60])[CH2:58][CH3:59])[C@H:19]([O:55][CH3:56])[CH2:20][C:21]([N:23]1[CH2:27][CH2:26][CH2:25][C@H:24]1[C@H:28]([O:53][CH3:54])[C@@H:29]([CH3:52])[C:30]([NH:32][C@@H:33]([CH2:42][C:43]1[C:51]2[C:46](=[CH:47][CH:48]=[CH:49][CH:50]=2)[NH:45][CH:44]=1)[C:34]([N:36]1[CH2:41][CH2:40][CH2:39][CH2:38][O:37]1)=[O:35])=[O:31])=[O:22])[CH3:17])=[O:15])[CH:11]([CH3:12])[CH3:13])=[O:8])[CH:4]([CH3:5])[CH3:6])([OH:69])=[O:68]. The yield is 0.860. (2) The reactants are C([C:3](=[CH:9][C:10]1[CH:15]=[CH:14][C:13]([O:16][CH3:17])=[C:12]([N+:18]([O-])=O)[CH:11]=1)[C:4]([O:6][CH2:7][CH3:8])=[O:5])C.[O:21]1CCC[CH2:22]1. The catalyst is [Pd].C(O)C. The product is [NH2:18][C:12]1[CH:11]=[C:10]([CH2:9][CH:3]([O:21][CH3:22])[C:4]([O:6][CH2:7][CH3:8])=[O:5])[CH:15]=[CH:14][C:13]=1[O:16][CH3:17]. The yield is 0.950. (3) The reactants are CC(OC([N:8]([CH2:26][CH3:27])[C@H:9]1[CH2:13][CH2:12][N:11]([C:14]2[C:19]([C:20]([O:22][CH:23]([CH3:25])[CH3:24])=[O:21])=[CH:18][CH:17]=[CH:16][N:15]=2)[CH2:10]1)=O)(C)C.C(O)(C(F)(F)F)=O.C([O-])(O)=O.[Na+]. The catalyst is ClCCl. The product is [CH2:26]([NH:8][C@H:9]1[CH2:13][CH2:12][N:11]([C:14]2[C:19]([C:20]([O:22][CH:23]([CH3:24])[CH3:25])=[O:21])=[CH:18][CH:17]=[CH:16][N:15]=2)[CH2:10]1)[CH3:27]. The yield is 0.980.